From a dataset of Peptide-MHC class II binding affinity with 134,281 pairs from IEDB. Regression. Given a peptide amino acid sequence and an MHC pseudo amino acid sequence, predict their binding affinity value. This is MHC class II binding data. (1) The binding affinity (normalized) is 0.434. The MHC is DRB1_0101 with pseudo-sequence DRB1_0101. The peptide sequence is GELQIVDKIDAAFKW. (2) The peptide sequence is AKLMRDIPFRVGAVV. The MHC is DRB1_1101 with pseudo-sequence DRB1_1101. The binding affinity (normalized) is 0.683. (3) The peptide sequence is PVGFFTALAVLIECH. The MHC is DRB1_1602 with pseudo-sequence DRB1_1602. The binding affinity (normalized) is 0.705. (4) The peptide sequence is SHIQSAVVCGRRHGV. The MHC is DRB1_0101 with pseudo-sequence DRB1_0101. The binding affinity (normalized) is 0.475. (5) The peptide sequence is RGGMVAPLYGVEGTK. The MHC is DRB5_0101 with pseudo-sequence DRB5_0101. The binding affinity (normalized) is 0. (6) The peptide sequence is VEFEPPHAATIRVLA. The MHC is DRB1_0801 with pseudo-sequence DRB1_0801. The binding affinity (normalized) is 0.243. (7) The peptide sequence is KTQIDQVESTAGSLQ. The MHC is DRB1_1501 with pseudo-sequence DRB1_1501. The binding affinity (normalized) is 0.153. (8) The MHC is DRB1_0404 with pseudo-sequence DRB1_0404. The binding affinity (normalized) is 0.603. The peptide sequence is LCQVFADATPTGWGL.